Dataset: Full USPTO retrosynthesis dataset with 1.9M reactions from patents (1976-2016). Task: Predict the reactants needed to synthesize the given product. Given the product [CH3:24][C:14]1[CH:19]=[CH:18][C:17]([S:20]([O:5][CH2:4][CH:3]([OH:6])[CH2:2][F:1])(=[O:22])=[O:21])=[CH:16][CH:15]=1, predict the reactants needed to synthesize it. The reactants are: [F:1][CH2:2][CH:3]([OH:6])[CH2:4][OH:5].C(N(CC)CC)C.[C:14]1([CH3:24])[CH:19]=[CH:18][C:17]([S:20](Cl)(=[O:22])=[O:21])=[CH:16][CH:15]=1.